Dataset: Reaction yield outcomes from USPTO patents with 853,638 reactions. Task: Predict the reaction yield, written as a fraction of the theoretical maximum amount of product (1.0 means a 100% yield; for example, 0.34 means a 34% yield). The reactants are C[C:2]1[CH:7]=[CH:6][CH:5]=[C:4]([N+:8]([CH3:11])([CH3:10])C)[C:3]=1[O:12][C:13]([N:15]([CH3:17])[CH3:16])=[O:14].[I-].[CH:19]1C=C([Cl:25])C=C(C(OO)=O)[CH:20]=1. The catalyst is C(Cl)Cl. The product is [CH3:19][CH2:20][C:6]1[CH:7]=[CH:2][C:3]([O:12][C:13]([N:15]([CH3:16])[CH3:17])=[O:14])=[C:4]([NH+:8]([CH3:10])[CH3:11])[CH:5]=1.[Cl-:25]. The yield is 0.470.